Dataset: Full USPTO retrosynthesis dataset with 1.9M reactions from patents (1976-2016). Task: Predict the reactants needed to synthesize the given product. Given the product [CH3:25][O:24][C:22]1[C:21]2[NH:20][CH2:19][C@@H:18]3[CH2:26][NH:27][CH2:28][C@@H:17]3[C:16]=2[CH:15]=[C:14]([C:6]2[CH:7]=[CH:8][C:3]([O:2][CH3:1])=[CH:4][C:5]=2[CH3:12])[CH:23]=1, predict the reactants needed to synthesize it. The reactants are: [CH3:1][O:2][C:3]1[CH:8]=[CH:7][C:6](B(O)O)=[C:5]([CH3:12])[CH:4]=1.Br[C:14]1[CH:23]=[C:22]([O:24][CH3:25])[C:21]2[NH:20][CH2:19][C@@H:18]3[CH2:26][N:27](C(OC(C)(C)C)=O)[CH2:28][C@@H:17]3[C:16]=2[CH:15]=1.